From a dataset of Catalyst prediction with 721,799 reactions and 888 catalyst types from USPTO. Predict which catalyst facilitates the given reaction. Reactant: C[O:2][CH:3](OC)[C:4]1[C:9]([F:10])=[CH:8][CH:7]=[C:6]([N+:11]([O-:13])=[O:12])[C:5]=1[NH:14][C:15]1[CH:20]=[CH:19][C:18]([I:21])=[CH:17][C:16]=1[F:22].Cl. Product: [F:10][C:9]1[C:4]([CH:3]=[O:2])=[C:5]([NH:14][C:15]2[CH:20]=[CH:19][C:18]([I:21])=[CH:17][C:16]=2[F:22])[C:6]([N+:11]([O-:13])=[O:12])=[CH:7][CH:8]=1. The catalyst class is: 1.